This data is from CYP1A2 inhibition data for predicting drug metabolism from PubChem BioAssay. The task is: Regression/Classification. Given a drug SMILES string, predict its absorption, distribution, metabolism, or excretion properties. Task type varies by dataset: regression for continuous measurements (e.g., permeability, clearance, half-life) or binary classification for categorical outcomes (e.g., BBB penetration, CYP inhibition). Dataset: cyp1a2_veith. (1) The compound is Cc1ccc(Nc2ccc(-n3ccnc3)nn2)cc1C. The result is 1 (inhibitor). (2) The drug is CCCCNC(=O)Cc1coc2ccc3ccccc3c12. The result is 1 (inhibitor). (3) The molecule is Cc1ccc(C(=O)NC(=S)Nc2cccc3nsnc23)cc1. The result is 0 (non-inhibitor). (4) The compound is Cc1cccc([C@H](C)c2cnc[nH]2)c1C. The result is 1 (inhibitor). (5) The drug is Oc1cc2c(cc1O)[C@H](c1ccccc1)CNCC2. The result is 0 (non-inhibitor). (6) The drug is CCOc1ccc(-n2c(SCC(=O)Nc3ccccc3C)n[nH]c2=O)cc1. The result is 0 (non-inhibitor). (7) The compound is Oc1ccc(Cn2c(-c3ccc(O)cc3)nc3ccccc32)cc1. The result is 0 (non-inhibitor).